From a dataset of Reaction yield outcomes from USPTO patents with 853,638 reactions. Predict the reaction yield, written as a fraction of the theoretical maximum amount of product (1.0 means a 100% yield; for example, 0.34 means a 34% yield). (1) The reactants are C([O:8][C:9]1[CH:14]=[CH:13][C:12]([C:15]2[O:19][C:18]([CH3:21])([CH3:20])[C:17](=[O:22])[C:16]=2[C:23]2[CH:28]=[CH:27][N:26]=[CH:25][CH:24]=2)=[CH:11][CH:10]=1)C1C=CC=CC=1. The catalyst is CO. The product is [OH:8][C:9]1[CH:10]=[CH:11][C:12]([C:15]2[O:19][C:18]([CH3:20])([CH3:21])[C:17](=[O:22])[C:16]=2[C:23]2[CH:28]=[CH:27][N:26]=[CH:25][CH:24]=2)=[CH:13][CH:14]=1. The yield is 0.600. (2) The reactants are [C:1]([C:3]1[CH:4]=[C:5]2[C:10](=[CH:11][CH:12]=1)[C:9](=[O:13])[CH2:8][CH2:7][C:6]2([CH3:15])[CH3:14])#[CH:2].[CH3:16][O:17][C:18](=[O:27])[CH2:19][C:20]1[CH:25]=[CH:24][C:23](I)=[CH:22][CH:21]=1. The catalyst is C(N(CC)CC)C.[Cu]I.Cl[Pd](Cl)([P](C1C=CC=CC=1)(C1C=CC=CC=1)C1C=CC=CC=1)[P](C1C=CC=CC=1)(C1C=CC=CC=1)C1C=CC=CC=1. The product is [CH3:14][C:6]1([CH3:15])[C:5]2[CH:4]=[C:3]([C:1]#[C:2][C:23]3[CH:24]=[CH:25][C:20]([CH2:19][C:18]([O:17][CH3:16])=[O:27])=[CH:21][CH:22]=3)[CH:12]=[CH:11][C:10]=2[C:9](=[O:13])[CH2:8][CH2:7]1. The yield is 0.750. (3) The reactants are [CH3:1][O:2][C:3](Cl)=[O:4].[Cl:6][C:7]1[C:8]([F:33])=[C:9]([CH:30]=[CH:31][CH:32]=1)[NH:10][C:11]1[C:20]2[C:15](=[CH:16][C:17]([O:28][CH3:29])=[C:18]([O:21][CH:22]3[CH2:27][CH2:26][NH:25][CH2:24][CH2:23]3)[CH:19]=2)[N:14]=[CH:13][N:12]=1.C(N(C(C)C)CC)(C)C. The catalyst is ClCCl. The product is [Cl:6][C:7]1[C:8]([F:33])=[C:9]([CH:30]=[CH:31][CH:32]=1)[NH:10][C:11]1[C:20]2[C:15](=[CH:16][C:17]([O:28][CH3:29])=[C:18]([O:21][CH:22]3[CH2:27][CH2:26][N:25]([C:3]([O:2][CH3:1])=[O:4])[CH2:24][CH2:23]3)[CH:19]=2)[N:14]=[CH:13][N:12]=1. The yield is 0.580. (4) The catalyst is COCCOC.CCO.O.C1C=CC(P(C2C=CC=CC=2)[C-]2C=CC=C2)=CC=1.C1C=CC(P(C2C=CC=CC=2)[C-]2C=CC=C2)=CC=1.Cl[Pd]Cl.[Fe+2]. The reactants are [Cl:1][C:2]1[CH:3]=[C:4](B(O)O)[CH:5]=[CH:6][CH:7]=1.Br[C:12]1[CH:13]=[C:14]([C:18]2([C:28]3[CH:33]=[CH:32][N:31]=[C:30]([C:34]([F:37])([F:36])[F:35])[CH:29]=3)[C:26]3[C:21](=[N:22][CH:23]=[CH:24][CH:25]=3)[C:20]([NH2:27])=[N:19]2)[CH:15]=[CH:16][CH:17]=1.C(=O)([O-])[O-].[Cs+].[Cs+]. The yield is 0.280. The product is [Cl:1][C:2]1[CH:3]=[C:4]([C:12]2[CH:17]=[CH:16][CH:15]=[C:14]([C:18]3([C:28]4[CH:33]=[CH:32][N:31]=[C:30]([C:34]([F:35])([F:36])[F:37])[CH:29]=4)[C:26]4[C:21](=[N:22][CH:23]=[CH:24][CH:25]=4)[C:20]([NH2:27])=[N:19]3)[CH:13]=2)[CH:5]=[CH:6][CH:7]=1. (5) The reactants are O=[C:2]([CH:8]1[CH2:17][CH2:16][C:15]2[C:10](=[CH:11][CH:12]=[CH:13][CH:14]=2)[CH2:9]1)[CH2:3][C:4](OC)=[O:5].C(=O)(O)O.[NH2:22][C:23]([NH2:25])=[NH:24]. The catalyst is C(O)C. The product is [NH2:25][C:23]1[N:24]=[C:4]([OH:5])[CH:3]=[C:2]([CH:8]2[CH2:17][CH2:16][C:15]3[C:10](=[CH:11][CH:12]=[CH:13][CH:14]=3)[CH2:9]2)[N:22]=1. The yield is 0.550. (6) The reactants are Cl.[NH2:2][C@@H:3]([CH3:22])[CH2:4][O:5][C:6]1[N:11]=[C:10]([NH:12][C:13]2[C:14](=[O:21])[N:15]([CH3:20])[CH:16]=[C:17]([Br:19])[CH:18]=2)[CH:9]=[CH:8][CH:7]=1.[C:23](Cl)(=[O:26])[CH:24]=[CH2:25]. The catalyst is C(Cl)Cl. The product is [Br:19][C:17]1[CH:18]=[C:13]([NH:12][C:10]2[N:11]=[C:6]([O:5][CH2:4][C@@H:3]([NH:2][C:23](=[O:26])[CH:24]=[CH2:25])[CH3:22])[CH:7]=[CH:8][CH:9]=2)[C:14](=[O:21])[N:15]([CH3:20])[CH:16]=1. The yield is 0.700. (7) The reactants are Br[C:2]1[CH:3]=[CH:4][C:5]2[O:10][CH2:9][CH2:8][N:7]([C:11]3[S:12][C:13]4[CH2:14]C(C)(C)N[C:17](=O)[C:18]=4[N:19]=3)[C:6]=2[CH:23]=1.C(=O)([O-])[O-:25].[K+].[K+].[NH:30]1CC[CH2:35][C@H:31]1[C:32](O)=O.Cl.[CH2:39]([O:41][C:42]([C:44]1[N:45]([CH3:50])[CH:46]=[C:47]([NH2:49])[N:48]=1)=[O:43])[CH3:40]. The catalyst is CS(C)=O.[Cu]I. The product is [CH3:32][C:31]1([CH3:35])[NH:30][C:14](=[O:25])[C:13]2[S:12][C:11]([N:7]3[C:6]4[CH:23]=[C:2]([NH:49][C:47]5[N:48]=[C:44]([C:42]([O:41][CH2:39][CH3:40])=[O:43])[N:45]([CH3:50])[CH:46]=5)[CH:3]=[CH:4][C:5]=4[O:10][CH2:9][CH2:8]3)=[N:19][C:18]=2[CH2:17]1. The yield is 0.0160. (8) The reactants are [NH:1]1[CH2:12][CH2:11][NH:10][CH2:9][CH2:8][NH:7][CH2:6][CH2:5][NH:4][CH2:3][CH2:2]1.[CH2:13]([O:20][C:21](=[O:38])[CH:22](Br)[CH2:23][CH2:24][CH2:25][N:26]1[C:34](=[O:35])[C:33]2[C:28](=[CH:29][CH:30]=[CH:31][CH:32]=2)[C:27]1=[O:36])[C:14]1[CH:19]=[CH:18][CH:17]=[CH:16][CH:15]=1. The catalyst is CC#N. The product is [CH2:13]([O:20][C:21](=[O:38])[CH:22]([N:1]1[CH2:12][CH2:11][NH:10][CH2:9][CH2:8][NH:7][CH2:6][CH2:5][NH:4][CH2:3][CH2:2]1)[CH2:23][CH2:24][CH2:25][N:26]1[C:27](=[O:36])[C:28]2[C:33](=[CH:32][CH:31]=[CH:30][CH:29]=2)[C:34]1=[O:35])[C:14]1[CH:15]=[CH:16][CH:17]=[CH:18][CH:19]=1. The yield is 0.813. (9) The reactants are [O:1]1[C:5]2[CH:6]=[CH:7][C:8]([C:10]3([C:13]([NH:15][C:16]4[CH:17]=[C:18]([C:23]5[CH:28]=[CH:27][C:26]([CH2:29]O)=[CH:25][CH:24]=5)[C:19]([CH3:22])=[CH:20][CH:21]=4)=[O:14])[CH2:12][CH2:11]3)=[CH:9][C:4]=2[O:3][CH2:2]1.CS(Cl)(=O)=O.[CH:36]([N:39](CC)C(C)C)(C)C.CN.C1COCC1. The catalyst is ClCCl. The product is [O:1]1[C:5]2[CH:6]=[CH:7][C:8]([C:10]3([C:13]([NH:15][C:16]4[CH:17]=[C:18]([C:23]5[CH:28]=[CH:27][C:26]([CH2:29][NH:39][CH3:36])=[CH:25][CH:24]=5)[C:19]([CH3:22])=[CH:20][CH:21]=4)=[O:14])[CH2:12][CH2:11]3)=[CH:9][C:4]=2[O:3][CH2:2]1. The yield is 0.600. (10) The reactants are [CH3:1][O:2][C:3]([NH:5][C@@H:6]([CH:62]([CH3:64])[CH3:63])[C:7]([N:9]1[CH2:13][C@@H:12]([CH2:14][O:15][CH3:16])[CH2:11][C@H:10]1[C:17]1[NH:18][C:19]([C:22]2[CH:27]=[CH:26][C:25]([C:28]3[CH:33]=[CH:32][C:31]([C:34]4[NH:38][C:37]([C@@H:39]5[CH2:43][C@H:42]([CH3:44])[CH2:41][N:40]5[C:45](=[O:61])[C@H:46]([NH:53][C:54](=O)[O:55]C(C)(C)C)[C:47]5[CH:52]=[CH:51][CH:50]=[CH:49][CH:48]=5)=[N:36][CH:35]=4)=[CH:30][CH:29]=3)=[CH:24][CH:23]=2)=[CH:20][N:21]=1)=[O:8])=[O:4].Cl.[CH:66]1(C(O)=O)[CH2:68][CH2:67]1.CCOC(C(C#N)=NOC(N1CCOCC1)=[N+](C)C)=O.F[P-](F)(F)(F)(F)F.CCN(C(C)C)C(C)C. The catalyst is C(Cl)Cl.CO.CCOC(C)=O.CN(C=O)C.CO. The product is [CH:66]1([C:54]([NH:53][C@H:46]([C:47]2[CH:52]=[CH:51][CH:50]=[CH:49][CH:48]=2)[C:45]([N:40]2[CH2:41][C@@H:42]([CH3:44])[CH2:43][C@H:39]2[C:37]2[NH:38][C:34]([C:31]3[CH:32]=[CH:33][C:28]([C:25]4[CH:24]=[CH:23][C:22]([C:19]5[NH:18][C:17]([C@@H:10]6[CH2:11][C@H:12]([CH2:14][O:15][CH3:16])[CH2:13][N:9]6[C:7](=[O:8])[C@@H:6]([NH:5][C:3](=[O:4])[O:2][CH3:1])[CH:62]([CH3:64])[CH3:63])=[N:21][CH:20]=5)=[CH:27][CH:26]=4)=[CH:29][CH:30]=3)=[CH:35][N:36]=2)=[O:61])=[O:55])[CH2:68][CH2:67]1. The yield is 0.240.